This data is from Peptide-MHC class I binding affinity with 185,985 pairs from IEDB/IMGT. The task is: Regression. Given a peptide amino acid sequence and an MHC pseudo amino acid sequence, predict their binding affinity value. This is MHC class I binding data. (1) The peptide sequence is GLAGGAATA. The MHC is HLA-A02:19 with pseudo-sequence HLA-A02:19. The binding affinity (normalized) is 0.562. (2) The peptide sequence is DPKVKQWPL. The MHC is HLA-A02:01 with pseudo-sequence HLA-A02:01. The binding affinity (normalized) is 0.399. (3) The peptide sequence is TLKSFFAWS. The MHC is HLA-A02:02 with pseudo-sequence HLA-A02:02. The binding affinity (normalized) is 0.430. (4) The peptide sequence is YIYDGKVNY. The MHC is HLA-B15:17 with pseudo-sequence HLA-B15:17. The binding affinity (normalized) is 0.898.